From a dataset of Forward reaction prediction with 1.9M reactions from USPTO patents (1976-2016). Predict the product of the given reaction. (1) The product is: [Cl:15][C:12]1[CH:13]=[CH:14][C:9]([C:5]2[O:6][C:7]([CH3:8])=[C:3]([CH2:2][O:26][C:25]3[C:17]([F:16])=[C:18]([C:22]([F:27])=[CH:23][CH:24]=3)[C:19]([NH2:21])=[O:20])[N:4]=2)=[CH:10][CH:11]=1. Given the reactants Br[CH2:2][C:3]1[N:4]=[C:5]([C:9]2[CH:14]=[CH:13][C:12]([Cl:15])=[CH:11][CH:10]=2)[O:6][C:7]=1[CH3:8].[F:16][C:17]1[C:25]([OH:26])=[CH:24][CH:23]=[C:22]([F:27])[C:18]=1[C:19]([NH2:21])=[O:20].C(=O)([O-])[O-].[K+].[K+], predict the reaction product. (2) Given the reactants [CH3:1][O:2][C:3]1[C:8]2[N:9]=[N:10][N:11]([CH2:14][C:15]([OH:17])=O)[C:12](=[O:13])[C:7]=2[CH:6]=[CH:5][CH:4]=1.[CH3:18][O:19][C:20]1[CH:25]=[CH:24][C:23]([C@@H:26]([NH2:28])[CH3:27])=[CH:22][CH:21]=1, predict the reaction product. The product is: [CH3:1][O:2][C:3]1[C:8]2[N:9]=[N:10][N:11]([CH2:14][C:15]([NH:28][C@H:26]([C:23]3[CH:24]=[CH:25][C:20]([O:19][CH3:18])=[CH:21][CH:22]=3)[CH3:27])=[O:17])[C:12](=[O:13])[C:7]=2[CH:6]=[CH:5][CH:4]=1.